Task: Predict the reactants needed to synthesize the given product.. Dataset: Full USPTO retrosynthesis dataset with 1.9M reactions from patents (1976-2016) (1) Given the product [OH:8][C:9]1[C:14]2[NH:15][C:16](=[O:19])[CH2:17][O:18][C:13]=2[C:12]([CH:20]([OH:24])[CH2:21][NH:38][C:35]2([CH2:34][CH2:33][C:30]3[CH:29]=[CH:28][C:27]([O:26][CH3:25])=[CH:32][CH:31]=3)[CH2:37][CH2:36]2)=[CH:11][CH:10]=1, predict the reactants needed to synthesize it. The reactants are: C([O:8][C:9]1[C:14]2[NH:15][C:16](=[O:19])[CH2:17][O:18][C:13]=2[C:12]([C:20](=[O:24])[CH:21](O)O)=[CH:11][CH:10]=1)C1C=CC=CC=1.[CH3:25][O:26][C:27]1[CH:32]=[CH:31][C:30]([CH2:33][CH2:34][C:35]2([NH2:38])[CH2:37][CH2:36]2)=[CH:29][CH:28]=1.FC(F)(F)C([O-])=O. (2) Given the product [F:24][C:21]1[CH:22]=[CH:23][C:18]([C:17]2[C:11]3[O:10][C:9]([NH:8][C:6](=[O:7])[C:5]4[CH:27]=[CH:28][N:29]=[C:3]([CH2:2][O:34][CH3:32])[CH:4]=4)=[N:13][C:12]=3[C:14]([O:25][CH3:26])=[CH:15][CH:16]=2)=[CH:19][CH:20]=1, predict the reactants needed to synthesize it. The reactants are: Cl[CH2:2][C:3]1[CH:4]=[C:5]([CH:27]=[CH:28][N:29]=1)[C:6]([NH:8][C:9]1[O:10][C:11]2[C:17]([C:18]3[CH:23]=[CH:22][C:21]([F:24])=[CH:20][CH:19]=3)=[CH:16][CH:15]=[C:14]([O:25][CH3:26])[C:12]=2[N:13]=1)=[O:7].[H-].[Na+].[CH2:32]([OH:34])C. (3) Given the product [Cl:48][C:49]1[CH:54]=[CH:53][CH:52]=[CH:51][C:50]=1[N:55]1[C:56]2[N:57]=[C:58]([S:71][CH3:72])[N:59]=[C:60]([O:64][C:65]3[CH:66]=[CH:67][CH:68]=[CH:69][CH:70]=3)[C:61]=2[CH:62]=[CH:1][C:2]1=[O:3], predict the reactants needed to synthesize it. The reactants are: [CH2:1]1OCCOCCOCCOCCOCC[O:3][CH2:2]1.COC(CP(=O)(OCC(F)(F)F)OCC(F)(F)F)=O.C[Si]([N-][Si](C)(C)C)(C)C.[K+].[Cl:48][C:49]1[CH:54]=[CH:53][CH:52]=[CH:51][C:50]=1[NH:55][C:56]1[C:61]([CH:62]=O)=[C:60]([O:64][C:65]2[CH:70]=[CH:69][CH:68]=[CH:67][CH:66]=2)[N:59]=[C:58]([S:71][CH3:72])[N:57]=1.[NH4+].[Cl-]. (4) Given the product [CH3:21][O:20][C:5]1[CH:4]=[C:3]([CH3:22])[C:2]([B:23]2[O:27][C:26]([CH3:29])([CH3:28])[C:25]([CH3:31])([CH3:30])[O:24]2)=[CH:19][C:6]=1[C:7]([NH:9][C:10]1([C:13]2[N:18]=[CH:17][CH:16]=[CH:15][N:14]=2)[CH2:12][CH2:11]1)=[O:8], predict the reactants needed to synthesize it. The reactants are: I[C:2]1[C:3]([CH3:22])=[CH:4][C:5]([O:20][CH3:21])=[C:6]([CH:19]=1)[C:7]([NH:9][C:10]1([C:13]2[N:18]=[CH:17][CH:16]=[CH:15][N:14]=2)[CH2:12][CH2:11]1)=[O:8].[B:23]1([B:23]2[O:27][C:26]([CH3:29])([CH3:28])[C:25]([CH3:31])([CH3:30])[O:24]2)[O:27][C:26]([CH3:29])([CH3:28])[C:25]([CH3:31])([CH3:30])[O:24]1.C([O-])(=O)C.[K+]. (5) Given the product [Br:1][CH2:2][CH:3]1[CH2:8][CH2:7][CH:6]([C:9]#[CH:10])[CH2:5][CH2:4]1, predict the reactants needed to synthesize it. The reactants are: [Br:1][CH2:2][CH:3]1[CH2:8][CH2:7][CH:6]([CH:9]=[C:10](Br)Br)[CH2:5][CH2:4]1.Cl. (6) Given the product [C:64]([C@@H:63]([NH:67][C:68]([CH2:70][CH2:71][CH2:72][CH2:73][CH2:74][CH2:75][CH2:76][CH2:77][CH2:78][CH2:79][CH2:80][CH2:81][CH2:82][CH2:83][CH2:84][CH2:85][C:86]([OH:88])=[O:87])=[O:69])[CH2:62][CH2:61][C:59](=[O:60])[NH:58][CH2:57][CH2:56][O:55][CH2:54][CH2:53][O:52][CH2:51][C:49](=[O:50])[NH:48][CH2:47][CH2:46][O:45][CH2:44][CH2:43][O:42][CH2:41][C:39](=[O:40])[NH:38][CH2:37][CH2:36][NH:35][C:3](=[O:4])[CH2:2][I:1])([OH:66])=[O:65], predict the reactants needed to synthesize it. The reactants are: [I:1][CH2:2][C:3](O)=[O:4].[B-](F)(F)(F)F.CN(C(ON1C(=O)CCC1=O)=[N+](C)C)C.CCN(C(C)C)C(C)C.[NH2:35][CH2:36][CH2:37][NH:38][C:39]([CH2:41][O:42][CH2:43][CH2:44][O:45][CH2:46][CH2:47][NH:48][C:49]([CH2:51][O:52][CH2:53][CH2:54][O:55][CH2:56][CH2:57][NH:58][C:59]([CH2:61][CH2:62][C@H:63]([NH:67][C:68]([CH2:70][CH2:71][CH2:72][CH2:73][CH2:74][CH2:75][CH2:76][CH2:77][CH2:78][CH2:79][CH2:80][CH2:81][CH2:82][CH2:83][CH2:84][CH2:85][C:86]([OH:88])=[O:87])=[O:69])[C:64]([OH:66])=[O:65])=[O:60])=[O:50])=[O:40].Cl. (7) Given the product [CH3:1][O:2][C:3]1[CH:4]=[C:5]([NH:11][C:12]2[C:13]3[N:38]=[CH:37][S:36][C:14]=3[N:15]=[C:16]([N:18]3[CH2:22][CH2:21][CH:20]([NH:23][C:24]([C:26]4[CH:35]=[CH:34][C:29]([C:30]([OH:32])=[O:31])=[CH:28][CH:27]=4)=[O:25])[CH2:19]3)[N:17]=2)[CH:6]=[CH:7][C:8]=1[O:9][CH3:10], predict the reactants needed to synthesize it. The reactants are: [CH3:1][O:2][C:3]1[CH:4]=[C:5]([NH:11][C:12]2[C:13]3[N:38]=[CH:37][S:36][C:14]=3[N:15]=[C:16]([N:18]3[CH2:22][CH2:21][CH:20]([NH:23][C:24]([C:26]4[CH:35]=[CH:34][C:29]([C:30]([O:32]C)=[O:31])=[CH:28][CH:27]=4)=[O:25])[CH2:19]3)[N:17]=2)[CH:6]=[CH:7][C:8]=1[O:9][CH3:10].O[Li].O.